The task is: Predict the reaction yield, written as a fraction of the theoretical maximum amount of product (1.0 means a 100% yield; for example, 0.34 means a 34% yield).. This data is from Reaction yield outcomes from USPTO patents with 853,638 reactions. (1) The catalyst is CC(O)C. The product is [F:1][C:2]1[CH:3]=[CH:4][C:5]([C:8]2[N:9]=[C:10]([S:23][CH2:26][C:27]3[CH:36]=[CH:35][C:34]4[C:29](=[CH:30][CH:31]=[CH:32][CH:33]=4)[N:28]=3)[NH:11][C:12]=2[C:13]2[CH:18]=[CH:17][C:16]([S:19]([CH3:22])(=[O:20])=[O:21])=[CH:15][CH:14]=2)=[CH:6][CH:7]=1. The yield is 0.850. The reactants are [F:1][C:2]1[CH:7]=[CH:6][C:5]([C:8]2[N:9]=[C:10]([SH:23])[NH:11][C:12]=2[C:13]2[CH:18]=[CH:17][C:16]([S:19]([CH3:22])(=[O:21])=[O:20])=[CH:15][CH:14]=2)=[CH:4][CH:3]=1.Cl.Cl[CH2:26][C:27]1[CH:36]=[CH:35][C:34]2[C:29](=[CH:30][CH:31]=[CH:32][CH:33]=2)[N:28]=1.C(N(CC)CC)C.O. (2) The reactants are [NH:1]1[C:5]([CH2:6][CH2:7][N:8]2[CH:12]=[CH:11][C:10]([C:13]3[CH:18]=[CH:17][C:16]([O:19][CH3:20])=[CH:15][CH:14]=3)=[C:9]2[C:21]2[CH:28]=[CH:27][C:24]([C:25]#[N:26])=[CH:23][C:22]=2[CH3:29])=[N:4][N:3]=[N:2]1.[OH-:30].[Na+].OO. The catalyst is CS(C)=O.O. The product is [NH:4]1[C:5]([CH2:6][CH2:7][N:8]2[CH:12]=[CH:11][C:10]([C:13]3[CH:14]=[CH:15][C:16]([O:19][CH3:20])=[CH:17][CH:18]=3)=[C:9]2[C:21]2[CH:28]=[CH:27][C:24]([C:25]([NH2:26])=[O:30])=[CH:23][C:22]=2[CH3:29])=[N:1][N:2]=[N:3]1. The yield is 0.0900. (3) The reactants are C(OC(=O)[NH:7][CH2:8][CH2:9][CH2:10][C:11](=[O:40])[NH:12][C:13]1[CH:14]=[C:15]2[C:20](=[CH:21][CH:22]=1)[N:19]=[CH:18][N:17]=[C:16]2[NH:23][C:24]1[CH:29]=[CH:28][C:27]([O:30][CH2:31][C:32]2[CH:37]=[CH:36][CH:35]=[C:34]([F:38])[CH:33]=2)=[C:26]([Cl:39])[CH:25]=1)(C)(C)C.FC(F)(F)C(O)=O.C(=O)(O)[O-].[Na+]. The catalyst is C(Cl)Cl. The product is [NH2:7][CH2:8][CH2:9][CH2:10][C:11]([NH:12][C:13]1[CH:14]=[C:15]2[C:20](=[CH:21][CH:22]=1)[N:19]=[CH:18][N:17]=[C:16]2[NH:23][C:24]1[CH:29]=[CH:28][C:27]([O:30][CH2:31][C:32]2[CH:37]=[CH:36][CH:35]=[C:34]([F:38])[CH:33]=2)=[C:26]([Cl:39])[CH:25]=1)=[O:40]. The yield is 0.990. (4) The reactants are [C:1]([O:5][C:6](=[O:18])[NH:7][C:8]1[C:9]2[N:10]([N:15]=[CH:16][CH:17]=2)[C:11](I)=[CH:12][CH:13]=1)([CH3:4])([CH3:3])[CH3:2].[CH3:19][N:20](C=O)C. The catalyst is [C-]#N.[Zn+2].[C-]#N. The product is [C:1]([O:5][C:6](=[O:18])[NH:7][C:8]1[C:9]2[N:10]([N:15]=[CH:16][CH:17]=2)[C:11]([C:19]#[N:20])=[CH:12][CH:13]=1)([CH3:4])([CH3:3])[CH3:2]. The yield is 0.930. (5) The reactants are [C:1]([O:5][C:6]([NH:8][C@@H:9]([CH2:15][C:16]1[CH:21]=[CH:20][C:19]([C:22]2[CH:27]=[CH:26][CH:25]=[C:24]([CH2:28][NH:29][CH3:30])[CH:23]=2)=[CH:18][CH:17]=1)[C:10]([O:12][CH2:13][CH3:14])=[O:11])=[O:7])([CH3:4])([CH3:3])[CH3:2].C(OC(C(N)(C[C:43]1[CH:48]=[CH:47]C([C:43]2[CH:48]=[CH:47]C=[C:45](C=O)[CH:44]=2)=[CH:45][CH:44]=1)C(OC[C:43]1[CH:48]=[CH:47]C=[CH:45][CH:44]=1)=O)=O)(C)(C)C.CN. No catalyst specified. The product is [C:1]([O:5][C:6]([NH:8][CH:9]([CH2:15][C:16]1[CH:17]=[CH:18][C:19]([C:22]2[CH:27]=[CH:26][CH:25]=[C:24]([CH2:28][NH:29][CH3:30])[CH:23]=2)=[CH:20][CH:21]=1)[C:10]([O:12][CH2:13][C:14]1[CH:47]=[CH:48][CH:43]=[CH:44][CH:45]=1)=[O:11])=[O:7])([CH3:4])([CH3:2])[CH3:3]. The yield is 0.570.